Predict the reactants needed to synthesize the given product. From a dataset of Full USPTO retrosynthesis dataset with 1.9M reactions from patents (1976-2016). (1) Given the product [C:1]1([C:29]2[CH:30]=[CH:31][CH:32]=[CH:33][CH:34]=2)[CH:6]=[CH:5][C:4]([NH:7][C:8](=[O:9])[C:10]2[CH:18]=[CH:17][C:13]([C:14]([NH:43][CH2:42][CH2:41][CH2:40][N:35]3[CH2:39][CH2:38][CH2:37][CH2:36]3)=[O:15])=[C:12]([NH:19][C:20](=[O:28])[CH2:21][N:22]3[CH2:23][CH2:24][O:25][CH2:26][CH2:27]3)[CH:11]=2)=[CH:3][CH:2]=1, predict the reactants needed to synthesize it. The reactants are: [C:1]1([C:29]2[CH:34]=[CH:33][CH:32]=[CH:31][CH:30]=2)[CH:6]=[CH:5][C:4]([NH:7][C:8]([C:10]2[CH:18]=[CH:17][C:13]([C:14](O)=[O:15])=[C:12]([NH:19][C:20](=[O:28])[CH2:21][N:22]3[CH2:27][CH2:26][O:25][CH2:24][CH2:23]3)[CH:11]=2)=[O:9])=[CH:3][CH:2]=1.[N:35]1([CH2:40][CH2:41][CH2:42][NH2:43])[CH2:39][CH2:38][CH2:37][CH2:36]1.F[P-](F)(F)(F)(F)F.N1(O[P+](N2CCCC2)(N2CCCC2)N2CCCC2)C2C=CC=CC=2N=N1.C(N(C(C)C)CC)(C)C. (2) Given the product [CH3:22][O:23][C:2]1[C:11]2[C:6](=[CH:7][CH:8]=[CH:9][CH:10]=2)[N:5]=[C:4]2[N:12]([C:16]3[CH:21]=[CH:20][CH:19]=[CH:18][N:17]=3)[N:13]=[C:14]([CH3:15])[C:3]=12, predict the reactants needed to synthesize it. The reactants are: Cl[C:2]1[C:11]2[C:6](=[CH:7][CH:8]=[CH:9][CH:10]=2)[N:5]=[C:4]2[N:12]([C:16]3[CH:21]=[CH:20][CH:19]=[CH:18][N:17]=3)[N:13]=[C:14]([CH3:15])[C:3]=12.[CH3:22][O-:23].[Na+].CO.